Dataset: Forward reaction prediction with 1.9M reactions from USPTO patents (1976-2016). Task: Predict the product of the given reaction. (1) Given the reactants Cl[C:2]1[C:3]([C:23]#[N:24])=[N:4][CH:5]=[C:6]([N:8]2[CH2:13][CH2:12][CH2:11][C@@H:10]([N:14]3[CH2:19][CH2:18][CH2:17][N:16]([CH3:20])[C:15]3=[O:21])[C@H:9]2[CH3:22])[N:7]=1.Cl.[CH:26]1([N:31]2[CH2:36][CH2:35][CH:34]([C:37]3[CH:43]=[CH:42][C:40]([NH2:41])=[CH:39][CH:38]=3)[CH2:33][CH2:32]2)[CH2:30][CH2:29][CH2:28][CH2:27]1.C(=O)([O-])[O-].[Cs+].[Cs+].C1C=CC(P(C2C(C3C(P(C4C=CC=CC=4)C4C=CC=CC=4)=CC=C4C=3C=CC=C4)=C3C(C=CC=C3)=CC=2)C2C=CC=CC=2)=CC=1, predict the reaction product. The product is: [CH:26]1([N:31]2[CH2:36][CH2:35][CH:34]([C:37]3[CH:43]=[CH:42][C:40]([NH:41][C:2]4[C:3]([C:23]#[N:24])=[N:4][CH:5]=[C:6]([N:8]5[CH2:13][CH2:12][CH2:11][C@@H:10]([N:14]6[CH2:19][CH2:18][CH2:17][N:16]([CH3:20])[C:15]6=[O:21])[C@H:9]5[CH3:22])[N:7]=4)=[CH:39][CH:38]=3)[CH2:33][CH2:32]2)[CH2:30][CH2:29][CH2:28][CH2:27]1. (2) Given the reactants [F:1][C:2]([F:13])([F:12])[C:3]([C:5]1[CH:10]=[CH:9][C:8]([F:11])=[CH:7][CH:6]=1)=[O:4].ClCCl.[B]1OC2C(=CC=CC=2)O1, predict the reaction product. The product is: [F:13][C:2]([F:1])([F:12])[C@H:3]([C:5]1[CH:6]=[CH:7][C:8]([F:11])=[CH:9][CH:10]=1)[OH:4]. (3) Given the reactants [F:1][C:2]1[C:7]([F:8])=[C:6]([O:9][CH2:10][CH3:11])[CH:5]=[CH:4][C:3]=1[C@H:12]1[CH2:17][CH2:16][C@H:15]([CH:18]2[CH2:23][CH2:22][C:21](=[O:24])[CH:20]=[CH:19]2)[CH2:14][CH2:13]1.[Cl-].[NH4+].[CH2:27]1[CH2:31]OC[CH2:28]1, predict the reaction product. The product is: [F:1][C:2]1[C:7]([F:8])=[C:6]([O:9][CH2:10][CH3:11])[CH:5]=[CH:4][C:3]=1[C@H:12]1[CH2:13][CH2:14][C@H:15]([CH:18]2[CH2:23][CH2:22][C:21]([CH2:28][CH2:27][CH3:31])([OH:24])[CH:20]=[CH:19]2)[CH2:16][CH2:17]1.